This data is from Peptide-MHC class I binding affinity with 185,985 pairs from IEDB/IMGT. The task is: Regression. Given a peptide amino acid sequence and an MHC pseudo amino acid sequence, predict their binding affinity value. This is MHC class I binding data. (1) The MHC is HLA-B53:01 with pseudo-sequence HLA-B53:01. The binding affinity (normalized) is 0.649. The peptide sequence is VPMSTYGWNI. (2) The peptide sequence is GLYSSTVPV. The MHC is HLA-B14:02 with pseudo-sequence HLA-B14:02. The binding affinity (normalized) is 0. (3) The peptide sequence is RLCAYCCNI. The MHC is HLA-A02:03 with pseudo-sequence HLA-A02:03. The binding affinity (normalized) is 0.588. (4) The peptide sequence is YTVKYPNF. The MHC is H-2-Kb with pseudo-sequence H-2-Kb. The binding affinity (normalized) is 0.484. (5) The peptide sequence is FCSHHFHEL. The MHC is HLA-B08:01 with pseudo-sequence HLA-B08:01. The binding affinity (normalized) is 0.547. (6) The MHC is HLA-B15:02 with pseudo-sequence HLA-B15:02. The binding affinity (normalized) is 0.644. The peptide sequence is VLFKTESGF.